This data is from Full USPTO retrosynthesis dataset with 1.9M reactions from patents (1976-2016). The task is: Predict the reactants needed to synthesize the given product. Given the product [C:18]([O:17][C:15](=[O:16])[NH:14][C@H:11]([CH3:12])[CH2:10][CH2:9][OH:8])([CH3:21])([CH3:19])[CH3:20], predict the reactants needed to synthesize it. The reactants are: C([O:8][C:9](=O)[CH2:10][C@H:11]([NH:14][C:15]([O:17][C:18]([CH3:21])([CH3:20])[CH3:19])=[O:16])[CH2:12]I)C1C=CC=CC=1.[BH4-].[Li+].C1COCC1.